Dataset: Reaction yield outcomes from USPTO patents with 853,638 reactions. Task: Predict the reaction yield, written as a fraction of the theoretical maximum amount of product (1.0 means a 100% yield; for example, 0.34 means a 34% yield). (1) The reactants are [Cl-].[CH3:2][O:3][CH2:4][P+](C1C=CC=CC=1)(C1C=CC=CC=1)C1C=CC=CC=1.CC(C)([O-])C.[K+].[CH:30]([C:32]1[CH:40]=[CH:39][C:38]([Cl:41])=[CH:37][C:33]=1[C:34]([OH:36])=[O:35])=O. The catalyst is C(OCC)C.C(O)(C)(C)C.O. The product is [Cl:41][C:38]1[CH:39]=[CH:40][C:32]([CH:30]=[CH:2][O:3][CH3:4])=[C:33]([CH:37]=1)[C:34]([OH:36])=[O:35]. The yield is 0.800. (2) The reactants are Cl.[NH2:2][C:3]1[CH:8]=[CH:7][C:6]([CH2:9][CH2:10][O:11][C:12]2[CH:17]=[CH:16][C:15]([CH2:18][C@H:19]([O:23][CH2:24][CH3:25])[C:20]([OH:22])=[O:21])=[CH:14][CH:13]=2)=[CH:5][CH:4]=1.[CH:26](O)=[O:27].C(OC(=O)C)(=O)C. The catalyst is O1CCCC1. The product is [CH2:24]([O:23][C@@H:19]([CH2:18][C:15]1[CH:16]=[CH:17][C:12]([O:11][CH2:10][CH2:9][C:6]2[CH:5]=[CH:4][C:3]([NH:2][CH:26]=[O:27])=[CH:8][CH:7]=2)=[CH:13][CH:14]=1)[C:20]([OH:22])=[O:21])[CH3:25]. The yield is 0.620.